From a dataset of Experimentally validated miRNA-target interactions with 360,000+ pairs, plus equal number of negative samples. Binary Classification. Given a miRNA mature sequence and a target amino acid sequence, predict their likelihood of interaction. (1) The miRNA is mmu-miR-574-5p with sequence UGAGUGUGUGUGUGUGAGUGUGU. Result: 0 (no interaction). The protein sequence of the target gene is MFNGEPGPASAGASRNVVRSSSISGEICGSQQAGGGAGTTTAKKRRSSLGAKMVAIVGLTQWSKSTLQLPQPEGATKKLRSNIRRSTETGIAVEMRSRVTRQGSRESTDGSTNSNSSEGTFIFPTRLGAESQFSDFLDGLGPAQIVGRQTLATPPMGDVHIAIMDRSGQLEVEVIEARGLTPKPGSKSLPATYIKAYLLENGACVAKKKTKVAKKTCDPLYQQALLFDEGPQGKVLQVIVWGDYGRMDHKCFMGMAQIMLDELDLSAAVTGWYKLFPTSSVADSTLGSLTRRLSQSSLES.... (2) The miRNA is hsa-miR-3116 with sequence UGCCUGGAACAUAGUAGGGACU. The protein sequence of the target gene is MTFDDLKIQTVKDQPDEKSNGKKAKGLQFLYSPWWCLAAATLGVLCLGLVVTIMVLGMQLSQVSDLLTQEQANLTHQKKKLEGQISARQQAEEASQESENELKEMIETLARKLNEKSKEQMELHHQNLNLQETLKRVANCSAPCPQDWIWHGENCYLFSSGSFNWEKSQEKCLSLDAKLLKINSTADLDFIQQAISYSSFPFWMGLSRRNPSYPWLWEDGSPLMPHLFRVRGAVSQTYPSGTCAYIQRGAVYAENCILAAFSICQKKANLRAQ. Result: 1 (interaction). (3) The miRNA is hsa-miR-4480 with sequence AGCCAAGUGGAAGUUACUUUA. The protein sequence of the target gene is MFSINPLENLKVYISSRPPLVVFMISVSAMAIAFLTLGYFFKIKEIKSPEMAEDWNTFLLRFNDLDLCVSENETLKHLTNDTTTPESTMTSGQARASTQSPQALEDSGPVNISVSITLTLDPLKPFGGYSRNVTHLYSTILGHQIGLSGREAHEEINITFTLPTAWSSDDCALHGHCEQVVFTACMTLTASPGVFPVTVQPPHCVPDTYSNATLWYKIFTTARDANTKYAQDYNPFWCYKGAIGKVYHALNPKLTVIVPDDDRSLINLHLMHTSYFLFVMVITMFCYAVIKGRPSKLRQS.... Result: 0 (no interaction). (4) The miRNA is hsa-miR-374a-3p with sequence CUUAUCAGAUUGUAUUGUAAUU. The protein sequence of the target gene is MSHQFSSQSAFSSMSRRVYSTSSSAGSGGGSPAVGSVCYARGRCGGGGYGIHGRGFGSRSLYNLGGSRSISINLMGRSTSGFCQGGGVGGFGGGRGFGVGSTGAGGFGGGGFGGAGFGTSNFGLGGFGPYCPPGGIQEVTINQSLLEPLHLEVDPEIQRIKTQEREQIMVLNNKFASFIDKVRFLEQQNQVLQTKWELLQQVNTSTGTNNLEPLLENYIGDLRRQVDLLSAEQMRQNAEVRSMQDVVEDYKSKYEDEINKRTGSENDFVVLKKDVDAAYVSKVDLESRVDTLTGEVNFLK.... Result: 0 (no interaction). (5) The miRNA is hsa-miR-6756-3p with sequence UCCCCUUCCUCCCUGCCCAG. The protein sequence of the target gene is MAVFADLDLRAGSDLKALRGLVETAAHLGYSVVAINHIVDFKEKKQEIEKPVAVSELFTTLPIVQGKSRPIKILTRLTIIVSDPSHCNVLRATSSRARLYDVVAVFPKTEKLFHIACTHLDVDLVCITVTEKLPFYFKRPPINVAIDRGLAFELVYSPAIKDSTMRRYTISSALNLMQICKGKNVIISSAAERPLEIRGPYDVANLGLLFGLSESDAKAAVSTNCRAALLHGETRKTAFGIISTVKKPRPSEGDEDCLPASKKAKCEG. Result: 0 (no interaction).